This data is from Reaction yield outcomes from USPTO patents with 853,638 reactions. The task is: Predict the reaction yield, written as a fraction of the theoretical maximum amount of product (1.0 means a 100% yield; for example, 0.34 means a 34% yield). (1) The reactants are [OH:1][CH2:2][C@@H:3]1[O:7]C(C)(C)[O:5][C@H:4]1[CH2:10][N:11]1[C:20]2[CH:19]=[CH:18][CH:17]=[C:16]3[C:21]([CH3:25])([CH3:24])[CH2:22][CH2:23][N:14]([C:15]=23)[C:13](=[O:26])[C:12]1=[O:27]. The catalyst is C(O)(=O)C.O. The product is [CH3:24][C:21]1([CH3:25])[C:16]2[C:15]3[N:14]([C:13](=[O:26])[C:12](=[O:27])[N:11]([CH2:10][C@@H:4]([OH:5])[C@H:3]([OH:7])[CH2:2][OH:1])[C:20]=3[CH:19]=[CH:18][CH:17]=2)[CH2:23][CH2:22]1. The yield is 0.830. (2) The reactants are C(O[BH-](OC(=O)C)OC(=O)C)(=O)C.[Na+].[NH2:15][C@H:16]([CH:25]([CH3:27])[CH3:26])[C:17]([NH:19][CH:20]1[CH2:24][CH2:23][CH2:22][CH2:21]1)=[O:18].[CH:28]([C:30]1[CH:35]=[CH:34][N:33]=[C:32]2[N:36]([C:43]([O:45][C:46]([CH3:49])([CH3:48])[CH3:47])=[O:44])[CH:37]=[C:38]([C:39]([O:41][CH3:42])=[O:40])[C:31]=12)=O. The catalyst is ClCCCl.C(O)(=O)C. The product is [CH:20]1([NH:19][C:17](=[O:18])[C@H:16]([NH:15][CH2:28][C:30]2[CH:35]=[CH:34][N:33]=[C:32]3[N:36]([C:43]([O:45][C:46]([CH3:49])([CH3:48])[CH3:47])=[O:44])[CH:37]=[C:38]([C:39]([O:41][CH3:42])=[O:40])[C:31]=23)[CH:25]([CH3:27])[CH3:26])[CH2:24][CH2:23][CH2:22][CH2:21]1. The yield is 0.900. (3) The reactants are [OH:1][CH2:2][C:3]1[C:4]([C:24]([F:27])([F:26])[F:25])=[N:5][N:6]([CH2:8][C:9]([NH:11][C:12]2[S:16][C:15]3[CH2:17][CH2:18][CH2:19][CH2:20][C:14]=3[C:13]=2[C:21]([NH2:23])=[O:22])=[O:10])[CH:7]=1.[H-].[Na+].I[CH2:31][CH3:32].O. The catalyst is CN(C=O)C. The product is [CH2:31]([O:1][CH2:2][C:3]1[C:4]([C:24]([F:26])([F:25])[F:27])=[N:5][N:6]([CH2:8][C:9]([NH:11][C:12]2[S:16][C:15]3[CH2:17][CH2:18][CH2:19][CH2:20][C:14]=3[C:13]=2[C:21]([NH2:23])=[O:22])=[O:10])[CH:7]=1)[CH3:32]. The yield is 0.310. (4) The reactants are [OH:1][CH2:2][CH2:3][CH2:4][C@@:5]1([C:29]2[CH:34]=[CH:33][CH:32]=[CH:31][CH:30]=2)[O:10][C:9](=[O:11])[N:8]([C@H:12]([C:14]2[CH:19]=[CH:18][C:17](B3OC(C)(C)C(C)(C)O3)=[CH:16][CH:15]=2)[CH3:13])[CH2:7][CH2:6]1.Br[C:36]1[CH:37]=[CH:38][C:39](=[O:43])[N:40]([CH3:42])[CH:41]=1.C([O-])([O-])=O.[Cs+].[Cs+]. The catalyst is O1CCOCC1.Cl[Pd](Cl)([P](C1C=CC=CC=1)(C1C=CC=CC=1)C1C=CC=CC=1)[P](C1C=CC=CC=1)(C1C=CC=CC=1)C1C=CC=CC=1. The product is [OH:1][CH2:2][CH2:3][CH2:4][C@@:5]1([C:29]2[CH:30]=[CH:31][CH:32]=[CH:33][CH:34]=2)[O:10][C:9](=[O:11])[N:8]([C@H:12]([C:14]2[CH:19]=[CH:18][C:17]([C:36]3[CH:37]=[CH:38][C:39](=[O:43])[N:40]([CH3:42])[CH:41]=3)=[CH:16][CH:15]=2)[CH3:13])[CH2:7][CH2:6]1. The yield is 0.370. (5) The reactants are [Cl:1][C:2]1[CH:10]=[C:9]2[C:5]([CH:6]=[N:7][N:8]2[C:11](=[O:13])[CH3:12])=[C:4]([N+:14]([O-])=O)[CH:3]=1.[NH4+].[Cl-].O. The catalyst is CCO.[Fe]. The product is [NH2:14][C:4]1[CH:3]=[C:2]([Cl:1])[CH:10]=[C:9]2[C:5]=1[CH:6]=[N:7][N:8]2[C:11](=[O:13])[CH3:12]. The yield is 0.386. (6) The reactants are [C:1]([C:3]1[CH:4]=[C:5]2[C:10](=[CH:11][C:12]=1F)[O:9][C:8]([CH3:15])([CH3:14])[CH2:7][CH:6]2[C:16]([O:18][CH3:19])=[O:17])#[N:2].C([O-])([O-])=O.[K+].[K+].[Cl:26][C:27]1[CH:44]=[CH:43][C:30]([CH2:31][CH2:32][NH:33][C:34](=[O:42])[C:35]2[CH:40]=[CH:39][C:38]([OH:41])=[CH:37][CH:36]=2)=[CH:29][CH:28]=1. The catalyst is CN1CCCC1=O. The product is [Cl:26][C:27]1[CH:28]=[CH:29][C:30]([CH2:31][CH2:32][NH:33][C:34]([C:35]2[CH:40]=[CH:39][C:38]([O:41][C:12]3[CH:11]=[C:10]4[C:5]([CH:6]([C:16]([O:18][CH3:19])=[O:17])[CH2:7][C:8]([CH3:15])([CH3:14])[O:9]4)=[CH:4][C:3]=3[C:1]#[N:2])=[CH:37][CH:36]=2)=[O:42])=[CH:43][CH:44]=1. The yield is 0.0530. (7) The reactants are Cl[C:2]1[CH:3]=C(N([C@H]2CC[C@H](N(C)C)CC2)CC)C(C)=C([CH:10]=1)C(O)=O.[Cl:24][C:25]1[CH:26]=[C:27]([N:47]([CH2:57][CH3:58])[C@H:48]2[CH2:53][CH2:52][C@H:51]([N:54]([CH3:56])[CH3:55])[CH2:50][CH2:49]2)[C:28]([CH3:46])=[C:29]([CH:45]=1)[C:30]([NH:32][CH2:33][C:34]1[C:39](=[O:40])[N:38]2[NH:41][CH:42]=C[C:37]2=CC=1C)=[O:31].[CH3:59]C(C)C(=O)CC(OCC)=O.C(N(CC)CC)C.C1CN([P+](ON2N=NC3C=CC=CC2=3)(N2CCCC2)N2CCCC2)CC1.F[P-](F)(F)(F)(F)F. The catalyst is CS(C)=O. The product is [Cl:24][C:25]1[CH:26]=[C:27]([N:47]([C@H:48]2[CH2:53][CH2:52][C@H:51]([N:54]([CH3:55])[CH3:56])[CH2:50][CH2:49]2)[CH2:57][CH3:58])[C:28]([CH3:46])=[C:29]([CH:45]=1)[C:30]([NH:32][CH2:33][C:34]1[C:42]([CH:2]([CH3:3])[CH3:10])=[N:41][N:38]([CH3:37])[C:39]=1[O:40][CH3:59])=[O:31]. The yield is 0.541. (8) The reactants are [CH3:1][O:2][C:3]1[CH:8]=[CH:7][CH:6]=[CH:5][C:4]=1[CH:9]([CH3:13])[C:10](O)=[O:11].[H-].[Al+3].[Li+].[H-].[H-].[H-].[OH-].[Na+].[O-]S([O-])(=O)=O.[Mg+2]. The catalyst is C1COCC1.O. The product is [CH3:1][O:2][C:3]1[CH:8]=[CH:7][CH:6]=[CH:5][C:4]=1[CH:9]([CH3:13])[CH2:10][OH:11]. The yield is 0.960.